This data is from Full USPTO retrosynthesis dataset with 1.9M reactions from patents (1976-2016). The task is: Predict the reactants needed to synthesize the given product. (1) The reactants are: C(NC1C=[C:8]([CH:32]=[CH:33][CH:34]=1)[C:9]([N:11]1[CH2:16][CH2:15][CH:14]([C:17]2[CH:18]=[C:19]([CH:29]=[CH:30][CH:31]=2)[CH2:20][NH:21][C:22](=[O:28])[O:23][C:24]([CH3:27])([CH3:26])[CH3:25])[CH2:13][CH2:12]1)=[O:10])(=O)C=C.C[N+:36]1([O-])[CH2:41][CH2:40][O:39][CH2:38][CH2:37]1.[C:43](OCC)(=[O:45])C.S(=O)(O)[O-:50].[Na+]. Given the product [OH:39][CH:40]([CH2:43][OH:45])[C:41]([NH:36][C:37]1[CH:38]=[C:8]([CH:32]=[CH:33][CH:34]=1)[C:9]([N:11]1[CH2:16][CH2:15][CH:14]([C:17]2[CH:18]=[C:19]([CH:29]=[CH:30][CH:31]=2)[CH2:20][NH:21][C:22](=[O:28])[O:23][C:24]([CH3:25])([CH3:27])[CH3:26])[CH2:13][CH2:12]1)=[O:10])=[O:50], predict the reactants needed to synthesize it. (2) Given the product [N:26]1[CH:27]=[CH:28][CH:29]=[CH:30][C:25]=1[CH:22]1[CH2:23][CH2:24][N:20]([CH2:17][CH2:16][C:5]2[C:6]([N:9]3[CH2:14][CH2:13][CH2:12][CH2:11][C:10]3=[O:15])=[N:7][CH:8]=[C:3]([C:2]([F:1])([F:18])[F:19])[CH:4]=2)[CH2:21]1, predict the reactants needed to synthesize it. The reactants are: [F:1][C:2]([F:19])([F:18])[C:3]1[CH:4]=[C:5]([CH:16]=[CH2:17])[C:6]([N:9]2[CH2:14][CH2:13][CH2:12][CH2:11][C:10]2=[O:15])=[N:7][CH:8]=1.[NH:20]1[CH2:24][CH2:23][CH:22]([C:25]2[CH:30]=[CH:29][CH:28]=[CH:27][N:26]=2)[CH2:21]1.C(N(CC)CC)C. (3) Given the product [CH3:20][C:21]1([CH3:32])[O:22][C:23]2[CH:29]=[CH:28][CH:27]=[C:26]([CH2:13][N:4]3[CH2:3][CH2:2][C:7]4([CH2:8][CH2:9][NH:10][CH2:11][CH2:12]4)[CH2:6][CH2:5]3)[C:24]=2[O:25]1, predict the reactants needed to synthesize it. The reactants are: Cl.[CH2:2]1[C:7]2([CH2:12][CH2:11][NH:10][CH2:9][CH2:8]2)[CH2:6][CH2:5][N:4]([C:13](OC(C)(C)C)=O)[CH2:3]1.[CH3:20][C:21]1([CH3:32])[O:25][C:24]2[CH:26]=[CH:27][CH:28]=[C:29](C=O)[C:23]=2[O:22]1. (4) Given the product [CH3:33][O:32][C:29]1[N:28]=[CH:27][C:26]([NH:25][C:17]2[N:16]=[C:15]([C:2]#[C:1][C:3]3[CH:8]=[CH:7][CH:6]=[CH:5][C:4]=3[CH:9]([CH3:13])[C:10]([NH2:12])=[O:11])[C:20]([C:21]([F:24])([F:22])[F:23])=[CH:19][N:18]=2)=[CH:31][CH:30]=1, predict the reactants needed to synthesize it. The reactants are: [C:1]([C:3]1[CH:8]=[CH:7][CH:6]=[CH:5][C:4]=1[CH:9]([CH3:13])[C:10]([NH2:12])=[O:11])#[CH:2].Cl[C:15]1[C:20]([C:21]([F:24])([F:23])[F:22])=[CH:19][N:18]=[C:17]([NH:25][C:26]2[CH:27]=[N:28][C:29]([O:32][CH3:33])=[CH:30][CH:31]=2)[N:16]=1. (5) Given the product [CH3:43][O:44][CH2:45][C:46]1[NH:47][C:48]2[CH:64]=[C:63]([NH:65][C:67]3[N:82]=[C:70]4[CH:71]=[CH:72][CH:73]=[C:74]([CH2:75][CH:76]5[CH2:81][CH2:80][O:79][CH2:78][CH2:77]5)[N:69]4[N:68]=3)[CH:62]=[CH:61][C:49]=2[N:50]=1, predict the reactants needed to synthesize it. The reactants are: C1(P(C2C=CC=CC=2)C2C3OC4C(=CC=CC=4P(C4C=CC=CC=4)C4C=CC=CC=4)C(C)(C)C=3C=CC=2)C=CC=CC=1.[CH3:43][O:44][CH2:45][C:46]1[N:50](S(C2C=CC(C)=CC=2)(=O)=O)[C:49]2[CH:61]=[CH:62][C:63]([NH2:65])=[CH:64][C:48]=2[N:47]=1.Br[C:67]1[N:82]=[C:70]2[CH:71]=[CH:72][CH:73]=[C:74]([CH2:75][CH:76]3[CH2:81][CH2:80][O:79][CH2:78][CH2:77]3)[N:69]2[N:68]=1.C(=O)([O-])[O-].[K+].[K+]. (6) Given the product [CH2:1]([O:3][C:4]1[C:8]([CH2:9][CH2:10][CH2:11][O:12][C:24]2[C:29]([O:30][CH3:31])=[CH:28][CH:27]=[CH:26][C:25]=2[CH2:32][C:33]([OH:35])=[O:34])=[CH:7][N:6]([C:13]2[CH:18]=[CH:17][C:16]([C:19]([F:21])([F:20])[F:22])=[CH:15][N:14]=2)[N:5]=1)[CH3:2], predict the reactants needed to synthesize it. The reactants are: [CH2:1]([O:3][C:4]1[C:8]([CH2:9][CH2:10][CH2:11][OH:12])=[CH:7][N:6]([C:13]2[CH:18]=[CH:17][C:16]([C:19]([F:22])([F:21])[F:20])=[CH:15][N:14]=2)[N:5]=1)[CH3:2].O[C:24]1[C:29]([O:30][CH3:31])=[CH:28][CH:27]=[CH:26][C:25]=1[CH2:32][C:33]([O:35]C)=[O:34].C(P(CCCC)CCCC)CCC.N(C(N1CCCCC1)=O)=NC(N1CCCCC1)=O. (7) Given the product [F:47][C:20]([F:19])([F:46])[C:21]1[CH:22]=[CH:23][C:24]([NH:27][C:28]([C:30]2[C:34]([CH3:35])=[CH:33][NH:32][N:31]=2)=[O:29])=[CH:25][CH:26]=1, predict the reactants needed to synthesize it. The reactants are: CCCC[N+](CCCC)(CCCC)CCCC.[F-].[F:19][C:20]([F:47])([F:46])[C:21]1[CH:26]=[CH:25][C:24]([NH:27][C:28]([C:30]2[C:34]([CH3:35])=[C:33]([Si](C(C)C)(C(C)C)C(C)C)[NH:32][N:31]=2)=[O:29])=[CH:23][CH:22]=1.O. (8) Given the product [CH2:1]([O:3][CH:4]([N:6]1[C:10]2[S:11][C:12]([C:14]([OH:16])=[O:15])=[CH:13][C:9]=2[C:8]([NH:19][C:20](=[O:29])[C:21]2[CH:22]=[CH:23][C:24]([O:27][CH3:28])=[CH:25][CH:26]=2)=[N:7]1)[CH3:5])[CH3:2], predict the reactants needed to synthesize it. The reactants are: [CH2:1]([O:3][CH:4]([N:6]1[C:10]2[S:11][C:12]([C:14]([O:16]CC)=[O:15])=[CH:13][C:9]=2[C:8]([NH:19][C:20](=[O:29])[C:21]2[CH:26]=[CH:25][C:24]([O:27][CH3:28])=[CH:23][CH:22]=2)=[N:7]1)[CH3:5])[CH3:2].[OH-].[Na+].